Dataset: Reaction yield outcomes from USPTO patents with 853,638 reactions. Task: Predict the reaction yield, written as a fraction of the theoretical maximum amount of product (1.0 means a 100% yield; for example, 0.34 means a 34% yield). (1) The reactants are [F:1][C:2]1[CH:7]=[C:6]([F:8])[C:5]([F:9])=[CH:4][C:3]=1[OH:10].C(OC([N:18]1[CH2:23][CH2:22][N:21]([C:24]2[C:25]([O:30]CCO)=[N:26][CH:27]=[CH:28][N:29]=2)[CH2:20][CH2:19]1)=O)(C)(C)C.CN(C(/N=N/C(N(C)C)=O)=O)C.[C:46]1(P(C2C=CC=CC=2)C2C=CC=CC=2)C=CC=C[CH:47]=1.[Cl:65]CCl. No catalyst specified. The product is [ClH:65].[N:21]1([C:24]2[C:25](=[O:30])[N:26]([CH2:46][CH2:47][O:10][C:3]3[CH:4]=[C:5]([F:9])[C:6]([F:8])=[CH:7][C:2]=3[F:1])[CH:27]=[CH:28][N:29]=2)[CH2:20][CH2:19][NH:18][CH2:23][CH2:22]1. The yield is 0.580. (2) The reactants are [CH3:1][C:2]1[CH:7]=[CH:6][CH:5]=[C:4]([CH3:8])[C:3]=1[N+:9]([O-:11])=[O:10].S(=O)(=O)(O)O.C(O)(=O)C.[I:21]I. The catalyst is O. The product is [I:21][C:5]1[CH:6]=[CH:7][C:2]([CH3:1])=[C:3]([N+:9]([O-:11])=[O:10])[C:4]=1[CH3:8]. The yield is 0.950. (3) The reactants are [OH:1][C:2]([CH3:29])([CH3:28])[CH2:3][N:4]1[CH2:9][CH2:8][CH:7]([CH:10]([C:12]2[N:16]3[N:17]=[C:18]([CH3:21])[CH:19]=[CH:20][C:15]3=[C:14]([C:22]([O:24]CC)=[O:23])[C:13]=2[CH3:27])[CH3:11])[CH2:6][CH2:5]1.[OH-].[Na+].Cl. The catalyst is CO.O. The product is [OH:1][C:2]([CH3:28])([CH3:29])[CH2:3][N:4]1[CH2:5][CH2:6][CH:7]([CH:10]([C:12]2[N:16]3[N:17]=[C:18]([CH3:21])[CH:19]=[CH:20][C:15]3=[C:14]([C:22]([OH:24])=[O:23])[C:13]=2[CH3:27])[CH3:11])[CH2:8][CH2:9]1. The yield is 0.534.